From a dataset of Peptide-MHC class II binding affinity with 134,281 pairs from IEDB. Regression. Given a peptide amino acid sequence and an MHC pseudo amino acid sequence, predict their binding affinity value. This is MHC class II binding data. (1) The peptide sequence is SWITQGLLGALLLWMGI. The MHC is DRB3_0101 with pseudo-sequence DRB3_0101. The binding affinity (normalized) is 0. (2) The peptide sequence is GNTPIFKSGRGCGSC. The MHC is HLA-DQA10102-DQB10602 with pseudo-sequence HLA-DQA10102-DQB10602. The binding affinity (normalized) is 0.0605. (3) The peptide sequence is WKSDMSKLLNLKSDL. The MHC is DRB1_0901 with pseudo-sequence DRB1_0901. The binding affinity (normalized) is 0.445. (4) The peptide sequence is NRQIMDNSAKYVEHD. The binding affinity (normalized) is 0.355. The MHC is DRB1_0101 with pseudo-sequence DRB1_0101. (5) The peptide sequence is CGYLMFLGGVKPTHI. The MHC is DRB1_1101 with pseudo-sequence DRB1_1101. The binding affinity (normalized) is 0.613. (6) The peptide sequence is YDKFLHNVSTVLTGK. The MHC is DRB1_1101 with pseudo-sequence DRB1_1101. The binding affinity (normalized) is 0.598. (7) The peptide sequence is ATSPTAEGGKATTEE. The MHC is HLA-DQA10301-DQB10302 with pseudo-sequence HLA-DQA10301-DQB10302. The binding affinity (normalized) is 0.356. (8) The peptide sequence is DVALSEQGEFKLLSE. The MHC is DRB1_0901 with pseudo-sequence DRB1_0901. The binding affinity (normalized) is 0.585. (9) The binding affinity (normalized) is 0.569. The MHC is HLA-DQA10501-DQB10201 with pseudo-sequence HLA-DQA10501-DQB10201. The peptide sequence is AFILDGDMLFPKV.